Predict the reactants needed to synthesize the given product. From a dataset of Retrosynthesis with 50K atom-mapped reactions and 10 reaction types from USPTO. (1) The reactants are: CCOC(=O)CC1c2cc(OC)ccc2NC1C.Clc1nc(Cl)c2ccccc2n1. Given the product CCOC(=O)CC1c2cc(OC)ccc2N(c2nc(Cl)nc3ccccc23)C1C, predict the reactants needed to synthesize it. (2) Given the product O=C(NC1CC1)c1cc([N+](=O)[O-])n[nH]1, predict the reactants needed to synthesize it. The reactants are: NC1CC1.O=C(O)c1cc([N+](=O)[O-])n[nH]1. (3) Given the product O=C(O)CCCCC=Cc1ccccc1, predict the reactants needed to synthesize it. The reactants are: CCCC[O-].O=C(O)CCCCC[P+](c1ccccc1)(c1ccccc1)c1ccccc1.O=Cc1ccccc1.